Dataset: Forward reaction prediction with 1.9M reactions from USPTO patents (1976-2016). Task: Predict the product of the given reaction. (1) Given the reactants Cl.Cl.[NH:3]1[CH2:8][CH2:7][CH:6]([N:9]2[C:17]3[C:12](=[N:13][CH:14]=[CH:15][CH:16]=3)[NH:11][C:10]2=[O:18])[CH2:5][CH2:4]1.Cl[C:20]1[CH:25]=[C:24]([O:26][C:27]2[CH:32]=[CH:31][C:30]([CH3:33])=[C:29]([CH3:34])[CH:28]=2)[N:23]=[CH:22][N:21]=1.CCN(C(C)C)C(C)C, predict the reaction product. The product is: [CH3:34][C:29]1[CH:28]=[C:27]([CH:32]=[CH:31][C:30]=1[CH3:33])[O:26][C:24]1[N:23]=[CH:22][N:21]=[C:20]([N:3]2[CH2:4][CH2:5][CH:6]([N:9]3[C:17]4[C:12](=[N:13][CH:14]=[CH:15][CH:16]=4)[NH:11][C:10]3=[O:18])[CH2:7][CH2:8]2)[CH:25]=1. (2) Given the reactants C(O[C:4]([CH:6]1[C:10]2([CH2:12][CH2:11]2)[CH2:9][N:8]([CH2:13][C:14]2[CH:19]=[CH:18][CH:17]=[CH:16][CH:15]=2)[CH2:7]1)=[O:5])C.[CH3:20][Li], predict the reaction product. The product is: [CH2:13]([N:8]1[CH2:7][CH:6]([C:4](=[O:5])[CH3:20])[C:10]2([CH2:11][CH2:12]2)[CH2:9]1)[C:14]1[CH:15]=[CH:16][CH:17]=[CH:18][CH:19]=1. (3) Given the reactants [CH2:1]([C:5]1=[CH:6][N:7]([C:24]([CH3:27])([CH3:26])[CH3:25])[S:8]/[C:9]/1=[N:10]\[C:11]([C@@H:13]1[CH2:17][CH2:16][C@:15]([CH3:21])([C:18]([OH:20])=O)[C:14]1([CH3:23])[CH3:22])=[O:12])[CH2:2][CH2:3][CH3:4].Cl.[CH2:29]([CH2:31][NH2:32])[OH:30], predict the reaction product. The product is: [CH2:1]([C:5]1=[CH:6][N:7]([C:24]([CH3:25])([CH3:26])[CH3:27])[S:8]/[C:9]/1=[N:10]\[C:11]([C@@H:13]1[CH2:17][CH2:16][C@:15]([CH3:21])([C:18]([NH:32][CH2:31][CH2:29][OH:30])=[O:20])[C:14]1([CH3:23])[CH3:22])=[O:12])[CH2:2][CH2:3][CH3:4]. (4) Given the reactants [CH3:1][C:2]1([CH3:20])[CH2:7][CH2:6][CH:5]([C:8]2[S:19][C:11]3[N:12]=[C:13]([CH3:18])[N:14]=[C:15]([CH2:16][OH:17])[C:10]=3[CH:9]=2)[CH2:4][CH2:3]1.[CH3:21][S:22](Cl)(=[O:24])=[O:23].C(=O)(O)[O-].[Na+], predict the reaction product. The product is: [CH3:21][S:22]([O:17][CH2:16][C:15]1[C:10]2[CH:9]=[C:8]([CH:5]3[CH2:6][CH2:7][C:2]([CH3:20])([CH3:1])[CH2:3][CH2:4]3)[S:19][C:11]=2[N:12]=[C:13]([CH3:18])[N:14]=1)(=[O:24])=[O:23]. (5) Given the reactants [CH2:1]([O:3][C:4]1[CH:12]=[CH:11][C:7]2[O:8][CH2:9][O:10][C:6]=2[C:5]=1[C:13]1[C:14]2[NH:21][CH:20]=[C:19]([C:22]([OH:24])=O)[C:15]=2[N:16]=[CH:17][N:18]=1)[CH3:2].[C:25]([O:29][C:30]([N:32]1[CH2:36][CH2:35][C@@H:34]([NH2:37])[CH2:33]1)=[O:31])([CH3:28])([CH3:27])[CH3:26], predict the reaction product. The product is: [C:25]([O:29][C:30]([N:32]1[CH2:36][CH2:35][C@@H:34]([NH:37][C:22]([C:19]2[C:15]3[N:16]=[CH:17][N:18]=[C:13]([C:5]4[C:6]5[O:10][CH2:9][O:8][C:7]=5[CH:11]=[CH:12][C:4]=4[O:3][CH2:1][CH3:2])[C:14]=3[NH:21][CH:20]=2)=[O:24])[CH2:33]1)=[O:31])([CH3:28])([CH3:26])[CH3:27]. (6) Given the reactants C([O:8][C:9]1[CH:14]=[CH:13][C:12]([NH:15][C:16]([C:18]2[NH:19][CH:20]=[N:21][CH:22]=2)=[O:17])=[CH:11][CH:10]=1)C1C=CC=CC=1, predict the reaction product. The product is: [OH:8][C:9]1[CH:14]=[CH:13][C:12]([NH:15][C:16]([C:18]2[NH:19][CH:20]=[N:21][CH:22]=2)=[O:17])=[CH:11][CH:10]=1. (7) Given the reactants [S:1](Cl)([CH3:4])(=[O:3])=[O:2].[C:6]1([CH:12]2[O:19][CH2:18][C@H:17]3[C@:15]([CH2:20][OH:21])([CH2:16]3)[CH2:14][O:13]2)[CH:11]=[CH:10][CH:9]=[CH:8][CH:7]=1.C(N(CC)CC)C.O, predict the reaction product. The product is: [CH3:4][S:1]([O:21][CH2:20][C@:15]12[CH2:16][C@H:17]1[CH2:18][O:19][CH:12]([C:6]1[CH:11]=[CH:10][CH:9]=[CH:8][CH:7]=1)[O:13][CH2:14]2)(=[O:3])=[O:2]. (8) Given the reactants [CH3:1][N:2]1[CH2:7][CH:6]([OH:8])[C:5]2[S:9][CH:10]=[CH:11][C:4]=2[CH2:3]1.[Br:12][C:13]1[C:22]2[C:17](=[CH:18][CH:19]=[CH:20][CH:21]=2)[C:16](F)=[CH:15][CH:14]=1, predict the reaction product. The product is: [Br:12][C:13]1[C:22]2[C:17](=[CH:18][CH:19]=[CH:20][CH:21]=2)[C:16]([O:8][CH:6]2[CH2:7][N:2]([CH3:1])[CH2:3][C:4]3[CH:11]=[CH:10][S:9][C:5]2=3)=[CH:15][CH:14]=1. (9) Given the reactants [S-:1][C:2]#[N:3].[K+].[F:5][C:6]1[CH:11]=[CH:10][C:9]([C:12]2[CH:13]=[CH:14][C:15]3[N:16]([C:18]([S:21][C:22]4[CH:28]=[CH:27][C:25]([NH2:26])=[CH:24][CH:23]=4)=[CH:19][N:20]=3)[CH:17]=2)=[CH:8][CH:7]=1.BrBr.[OH-].[Na+], predict the reaction product. The product is: [F:5][C:6]1[CH:7]=[CH:8][C:9]([C:12]2[CH:13]=[CH:14][C:15]3[N:16]([C:18]([S:21][C:22]4[CH:28]=[CH:27][C:25]5[N:26]=[C:2]([NH2:3])[S:1][C:24]=5[CH:23]=4)=[CH:19][N:20]=3)[CH:17]=2)=[CH:10][CH:11]=1.